This data is from Full USPTO retrosynthesis dataset with 1.9M reactions from patents (1976-2016). The task is: Predict the reactants needed to synthesize the given product. (1) Given the product [CH2:18]([C:17]1[O:16][N:15]=[C:14]([C:19]2[CH:24]=[CH:23][CH:22]=[CH:21][CH:20]=2)[C:13]=1[C:10]1[O:9][C:8]([C:5]2[CH:6]=[CH:7][C:2]([F:1])=[CH:3][C:4]=2[O:25][CH3:26])=[N:12][N:11]=1)[CH3:27], predict the reactants needed to synthesize it. The reactants are: [F:1][C:2]1[CH:7]=[CH:6][C:5]([C:8]2[O:9][C:10]([C:13]3[C:14]([C:19]4[CH:24]=[CH:23][CH:22]=[CH:21][CH:20]=4)=[N:15][O:16][C:17]=3[CH3:18])=[N:11][N:12]=2)=[C:4]([O:25][CH3:26])[CH:3]=1.[CH3:27][Si](C)(C)N[Si](C)(C)C.[K].IC.[Cl-].[NH4+]. (2) Given the product [CH3:22][O:21][C:19](=[O:20])[CH2:18][N:8]1[C:7]2[CH:11]=[CH:12][CH:13]=[CH:14][C:6]=2[S:5][CH:4]([CH:1]([CH3:3])[CH3:2])[C:9]1=[O:10], predict the reactants needed to synthesize it. The reactants are: [CH:1]([CH:4]1[C:9](=[O:10])[NH:8][C:7]2[CH:11]=[CH:12][CH:13]=[CH:14][C:6]=2[S:5]1)([CH3:3])[CH3:2].[H-].[Na+].Br[CH2:18][C:19]([O:21][CH3:22])=[O:20].Cl. (3) Given the product [F:1][C:2]1[CH:9]=[CH:8][C:5](/[CH:6]=[CH:30]/[C:31]([O:33][CH3:34])=[O:32])=[C:4]([OH:10])[CH:3]=1, predict the reactants needed to synthesize it. The reactants are: [F:1][C:2]1[CH:9]=[CH:8][C:5]([CH:6]=O)=[C:4]([OH:10])[CH:3]=1.C1(P(=[CH:30][C:31]([O:33][CH3:34])=[O:32])(C2C=CC=CC=2)C2C=CC=CC=2)C=CC=CC=1. (4) Given the product [I:1][C:2]1[CH:3]=[C:4]([C:8]([NH2:13])=[O:10])[NH:5][C:6]=1[CH3:7], predict the reactants needed to synthesize it. The reactants are: [I:1][C:2]1[CH:3]=[C:4]([C:8]([OH:10])=O)[NH:5][C:6]=1[CH3:7].C(N1C=CN=C1)([N:13]1C=CN=C1)=O.[OH-].[NH4+].